This data is from Catalyst prediction with 721,799 reactions and 888 catalyst types from USPTO. The task is: Predict which catalyst facilitates the given reaction. (1) Reactant: [OH:1][C:2]1[CH:11]=[CH:10][C:5]([C:6]([O:8][CH3:9])=[O:7])=[CH:4][C:3]=1[C:12]([O:14][CH3:15])=[O:13].C(Cl)Cl.C1(N([S:26]([C:29]([F:32])([F:31])[F:30])(=[O:28])=[O:27])[S:26]([C:29]([F:32])([F:31])[F:30])(=[O:28])=[O:27])C=CC=CC=1. Product: [F:30][C:29]([F:32])([F:31])[S:26]([O:1][C:2]1[CH:11]=[CH:10][C:5]([C:6]([O:8][CH3:9])=[O:7])=[CH:4][C:3]=1[C:12]([O:14][CH3:15])=[O:13])(=[O:28])=[O:27]. The catalyst class is: 142. (2) The catalyst class is: 13. Reactant: CN(C)C=O.[CH2:6]([O:10][C:11]1[C:16]([F:17])=[C:15](Cl)[N:14]=[CH:13][N:12]=1)[C:7]#[C:8][CH3:9].C(=O)([O-])[O-].[CH3:23][C:24]1([CH3:29])[CH2:28][CH2:27][NH:26][CH2:25]1. Product: [CH2:6]([O:10][C:11]1[C:16]([F:17])=[C:15]([N:26]2[CH2:27][CH2:28][C:24]([CH3:29])([CH3:23])[CH2:25]2)[N:14]=[CH:13][N:12]=1)[C:7]#[C:8][CH3:9]. (3) Reactant: [CH3:1][N:2]1[C:10]2[C:9](=[O:11])[N:8]([CH2:12][CH2:13][O:14][C:15]3[CH:20]=[CH:19][C:18]([CH2:21][CH:22]([O:26][CH2:27][CH3:28])[C:23]([OH:25])=[O:24])=[CH:17][CH:16]=3)[C:7]([CH2:29][CH3:30])=[N:6][C:5]=2[C:4]([CH2:31][CH2:32][CH3:33])=[N:3]1.[NH2:34][C@H:35]([C:43]([OH:45])=[O:44])[CH2:36][CH2:37][CH2:38][NH:39][C:40](=[NH:42])[NH2:41]. Product: [NH2:34][C@H:35]([C:43]([OH:45])=[O:44])[CH2:36][CH2:37][CH2:38][NH:39][C:40](=[NH:41])[NH2:42].[CH3:1][N:2]1[C:10]2[C:9](=[O:11])[N:8]([CH2:12][CH2:13][O:14][C:15]3[CH:20]=[CH:19][C:18]([CH2:21][CH:22]([O:26][CH2:27][CH3:28])[C:23]([OH:25])=[O:24])=[CH:17][CH:16]=3)[C:7]([CH2:29][CH3:30])=[N:6][C:5]=2[C:4]([CH2:31][CH2:32][CH3:33])=[N:3]1.[CH3:1][N:2]1[C:10]2[C:9](=[O:11])[N:8]([CH2:12][CH2:13][O:14][C:15]3[CH:20]=[CH:19][C:18]([CH2:21][CH:22]([O:26][CH2:27][CH3:28])[C:23]([OH:25])=[O:24])=[CH:17][CH:16]=3)[C:7]([CH2:29][CH3:30])=[N:6][C:5]=2[C:4]([CH2:31][CH2:32][CH3:33])=[N:3]1. The catalyst class is: 32. (4) Reactant: [CH2:1]([N:8]1[C:14]2[CH:15]=[CH:16][CH:17]=[CH:18][C:13]=2[S:12][CH2:11][C@H:10]([NH:19][C:20](=[O:39])[C@@H:21]([C@H:24]2[C@@H:29]([OH:30])[C@@H:28](/[CH:31]=[CH:32]/[C:33]([CH3:36])([CH3:35])[CH3:34])[O:27]C(C)(C)[O:25]2)[O:22][CH3:23])[C:9]1=[O:40])[C:2]1[CH:7]=[CH:6][CH:5]=[CH:4][CH:3]=1.[OH-].[Na+]. Product: [CH2:1]([N:8]1[C:14]2[CH:15]=[CH:16][CH:17]=[CH:18][C:13]=2[S:12][CH2:11][C@H:10]([NH:19][C:20](=[O:39])[C@H:21]([O:22][CH3:23])[C@H:24]([OH:25])[C@@H:29]([OH:30])[C@H:28]([OH:27])/[CH:31]=[CH:32]/[C:33]([CH3:35])([CH3:36])[CH3:34])[C:9]1=[O:40])[C:2]1[CH:7]=[CH:6][CH:5]=[CH:4][CH:3]=1. The catalyst class is: 295. (5) Reactant: [CH:1]1[C:14]2[NH:13][C:12]3[C:7](=[CH:8][CH:9]=[CH:10][CH:11]=3)[O:6][C:5]=2[CH:4]=[CH:3][CH:2]=1.[Cl:15][C:16]1[CH:17]=[C:18]([CH:22]=[C:23]([Cl:26])[C:24]=1[OH:25])[C:19](Cl)=[O:20]. Product: [Cl:15][C:16]1[CH:17]=[C:18]([C:19]([N:13]2[C:14]3[CH:1]=[CH:2][CH:3]=[CH:4][C:5]=3[O:6][C:7]3[C:12]2=[CH:11][CH:10]=[CH:9][CH:8]=3)=[O:20])[CH:22]=[C:23]([Cl:26])[C:24]=1[OH:25]. The catalyst class is: 13. (6) Reactant: [C:1]([C:5]1[CH:10]=[CH:9][C:8]([CH:11]([NH:21][C:22]([NH:24][C:25]2[CH:30]=[CH:29][C:28]([CH3:31])=[C:27]([S:32]([CH3:35])(=[O:34])=[O:33])[CH:26]=2)=[O:23])[C:12]2[CH:20]=[CH:19][C:15]([C:16](O)=[O:17])=[CH:14][CH:13]=2)=[CH:7][CH:6]=1)([CH3:4])([CH3:3])[CH3:2].OC1C2N=NNC=2C=CC=1.Cl.CN(C)CCCN=C=NCC.[NH2:58][CH2:59][CH2:60][S:61]([OH:64])(=[O:63])=[O:62].C(N(C(C)C)CC)(C)C.S([O-])(O)(=O)=O.[Na+]. Product: [C:1]([C:5]1[CH:10]=[CH:9][C:8]([CH:11]([NH:21][C:22]([NH:24][C:25]2[CH:30]=[CH:29][C:28]([CH3:31])=[C:27]([S:32]([CH3:35])(=[O:33])=[O:34])[CH:26]=2)=[O:23])[C:12]2[CH:20]=[CH:19][C:15]([C:16]([NH:58][CH2:59][CH2:60][S:61]([OH:64])(=[O:63])=[O:62])=[O:17])=[CH:14][CH:13]=2)=[CH:7][CH:6]=1)([CH3:4])([CH3:3])[CH3:2]. The catalyst class is: 18. (7) Reactant: [Cl:1][C:2]1[C:8]([O:9][CH3:10])=[CH:7][C:6]([O:11][CH3:12])=[C:5]([Cl:13])[C:3]=1[NH2:4].[C:14](Cl)(Cl)=[O:15]. Product: [Cl:1][C:2]1[C:8]([O:9][CH3:10])=[CH:7][C:6]([O:11][CH3:12])=[C:5]([Cl:13])[C:3]=1[N:4]=[C:14]=[O:15]. The catalyst class is: 12. (8) Reactant: [Br:1][CH2:2][CH2:3][CH2:4][OH:5].[O:6]1[CH:11]=[CH:10][CH2:9][CH2:8][CH2:7]1.O.C1(C)C=CC(S(O)(=O)=O)=CC=1. Product: [Br:1][CH2:2][CH2:3][CH2:4][O:5][CH:7]1[CH2:8][CH2:9][CH2:10][CH2:11][O:6]1. The catalyst class is: 317. (9) Reactant: [N:1]1[CH:6]=[CH:5][CH:4]=[CH:3][C:2]=1[C:7]1[N:8]=[C:9]2[N:14]=[CH:13][CH:12]=[CH:11][N:10]2[C:15]=1[C:16]([OH:18])=O.ON1C2C=CC=CC=2N=N1.[Cl:29][C:30]1[CH:36]=[CH:35][C:33]([NH2:34])=[CH:32][CH:31]=1. Product: [Cl:29][C:30]1[CH:36]=[CH:35][C:33]([NH:34][C:16]([C:15]2[N:10]3[CH:11]=[CH:12][CH:13]=[N:14][C:9]3=[N:8][C:7]=2[C:2]2[CH:3]=[CH:4][CH:5]=[CH:6][N:1]=2)=[O:18])=[CH:32][CH:31]=1. The catalyst class is: 4.